From a dataset of Forward reaction prediction with 1.9M reactions from USPTO patents (1976-2016). Predict the product of the given reaction. (1) Given the reactants C([N:8]1[CH2:13][CH2:12][CH2:11][C:10]([CH2:15][OH:16])([OH:14])[CH2:9]1)C1C=CC=CC=1.[H][H], predict the reaction product. The product is: [OH:16][CH2:15][C:10]1([OH:14])[CH2:11][CH2:12][CH2:13][NH:8][CH2:9]1. (2) Given the reactants [CH2:1]([O:3][CH2:4][C:5]1[N:6]([N:18]=[C:19]([CH2:22][CH3:23])[CH2:20][CH3:21])[C:7]2[C:16]3[CH:15]=[CH:14][CH:13]=[CH:12][C:11]=3[N:10]=[CH:9][C:8]=2[N:17]=1)[CH3:2].[BH4-].[Na+].C(Cl)(Cl)Cl, predict the reaction product. The product is: [CH2:1]([O:3][CH2:4][C:5]1[N:6]([NH:18][CH:19]([CH2:20][CH3:21])[CH2:22][CH3:23])[C:7]2[C:16]3[CH:15]=[CH:14][CH:13]=[CH:12][C:11]=3[N:10]=[CH:9][C:8]=2[N:17]=1)[CH3:2]. (3) Given the reactants [ClH:1].[CH3:2][CH:3]1[CH:7]([NH:8]C(=O)OC(C)(C)C)[CH2:6][CH:5]([CH3:16])[O:4]1.Cl, predict the reaction product. The product is: [ClH:1].[CH3:2][CH:3]1[CH:7]([NH2:8])[CH2:6][CH:5]([CH3:16])[O:4]1.